This data is from Reaction yield outcomes from USPTO patents with 853,638 reactions. The task is: Predict the reaction yield, written as a fraction of the theoretical maximum amount of product (1.0 means a 100% yield; for example, 0.34 means a 34% yield). (1) The reactants are [CH3:1]N(C)C=O.C(N(CC)[CH:10]([CH3:12])[CH3:11])(C)C.Cl.N1(C(N)=N)C=CC=N1.C([N:28]([C:32](=[NH:38])[N:33]1[CH:37]=[CH:36][CH:35]=[N:34]1)[C:29](=[O:31])[OH:30])(C)(C)C.[C:39](O[C:39]([O:41][C:42]([CH3:45])([CH3:44])[CH3:43])=[O:40])([O:41][C:42]([CH3:45])([CH3:44])[CH3:43])=[O:40]. The catalyst is O. The product is [C:42]([O:41][C:39]([N:38]=[C:32]([NH:28][C:29](=[O:31])[O:30][C:10]([CH3:11])([CH3:12])[CH3:1])[N:33]1[CH:37]=[CH:36][CH:35]=[N:34]1)=[O:40])([CH3:45])([CH3:44])[CH3:43]. The yield is 0.839. (2) The reactants are [F:1][C:2]1[CH:21]=[CH:20][C:5]([CH2:6][NH:7][C:8]([C:10]2[CH:15]=[C:14]([CH:16]=[N:17][OH:18])[N:13]=[C:12]([CH3:19])[N:11]=2)=[O:9])=[CH:4][C:3]=1[O:22][CH3:23].[CH3:24][C:25]1[CH:30]=[CH:29][C:28]([S:31]([O:34][CH2:35][C@@H:36]2[CH2:41][O:40][C@@H:39]([CH:42]=[CH2:43])[CH2:38][O:37]2)(=[O:33])=[O:32])=[CH:27][CH:26]=1.C(O)(=O)C.C(O)(=O)C.IC1C=CC=CC=1. No catalyst specified. The product is [CH3:24][C:25]1[CH:30]=[CH:29][C:28]([S:31]([O:34][CH2:35][C@@H:36]2[CH2:41][O:40][C@@H:39]([C@H:42]3[O:18][N:17]=[C:16]([C:14]4[CH:15]=[C:10]([C:8](=[O:9])[NH:7][CH2:6][C:5]5[CH:20]=[CH:21][C:2]([F:1])=[C:3]([O:22][CH3:23])[CH:4]=5)[N:11]=[C:12]([CH3:19])[N:13]=4)[CH2:43]3)[CH2:38][O:37]2)(=[O:32])=[O:33])=[CH:27][CH:26]=1. The yield is 0.240. (3) The reactants are [Cl:1][C:2]1[CH:10]=[C:6]([C:7]([OH:9])=O)[C:5]([OH:11])=[CH:4][CH:3]=1.[NH2:12][C:13]1[CH:14]=[C:15]([C:21]2[CH:26]=[CH:25][CH:24]=[CH:23][CH:22]=2)[CH:16]=[CH:17][C:18]=1[O:19][CH3:20]. No catalyst specified. The product is [Cl:1][C:2]1[CH:3]=[CH:4][C:5]([OH:11])=[C:6]([CH:10]=1)[C:7]([NH:12][C:13]1[CH:14]=[C:15]([C:21]2[CH:22]=[CH:23][CH:24]=[CH:25][CH:26]=2)[CH:16]=[CH:17][C:18]=1[O:19][CH3:20])=[O:9]. The yield is 0.370. (4) The reactants are Br.[Br:2][C:3]1[CH:4]=[C:5]([CH2:10]Br)[C:6]([NH2:9])=[N:7][CH:8]=1.Cl.[CH2:13]([O:15][C:16](=[O:20])[CH2:17][CH2:18][NH2:19])[CH3:14].C(N(CC)C(C)C)(C)C. The product is [CH2:13]([O:15][C:16](=[O:20])[CH2:17][CH2:18][NH:19][CH2:10][C:5]1[C:6]([NH2:9])=[N:7][CH:8]=[C:3]([Br:2])[CH:4]=1)[CH3:14]. The catalyst is CN(C=O)C.C(Cl)Cl.O. The yield is 0.230.